From a dataset of Catalyst prediction with 721,799 reactions and 888 catalyst types from USPTO. Predict which catalyst facilitates the given reaction. Reactant: [Cl:1][C:2]1[CH:3]=[C:4]([N:26]2[C:31](=[O:32])[NH:30][C:29](=[O:33])[CH:28]=[N:27]2)[CH:5]=[C:6]([CH3:25])[C:7]=1[O:8][C:9]1[CH:14]=[CH:13][C:12]([OH:15])=[C:11]([CH:16]([C:18]2[CH:23]=[CH:22][C:21]([F:24])=[CH:20][CH:19]=2)O)[CH:10]=1.CS(O)(=O)=O.C([SiH](CC)CC)C.O. Product: [Cl:1][C:2]1[CH:3]=[C:4]([N:26]2[C:31](=[O:32])[NH:30][C:29](=[O:33])[CH:28]=[N:27]2)[CH:5]=[C:6]([CH3:25])[C:7]=1[O:8][C:9]1[CH:14]=[CH:13][C:12]([OH:15])=[C:11]([CH2:16][C:18]2[CH:19]=[CH:20][C:21]([F:24])=[CH:22][CH:23]=2)[CH:10]=1. The catalyst class is: 4.